Dataset: Full USPTO retrosynthesis dataset with 1.9M reactions from patents (1976-2016). Task: Predict the reactants needed to synthesize the given product. (1) The reactants are: [F:1][C:2]1[CH:11]=[C:10]2[C:5]([CH:6]=[C:7]([C@@H:20]([NH:22][C:23](=[O:29])[O:24][C:25]([CH3:28])([CH3:27])[CH3:26])[CH3:21])[C:8]([C:12]3[CH:17]=[CH:16][CH:15]=[CH:14][C:13]=3[S:18][CH3:19])=[N:9]2)=[CH:4][CH:3]=1.CC(C)=[O:32].C[N+]1([O-])CCOCC1.[OH2:42]. Given the product [F:1][C:2]1[CH:11]=[C:10]2[C:5]([CH:6]=[C:7]([C@@H:20]([NH:22][C:23](=[O:29])[O:24][C:25]([CH3:28])([CH3:27])[CH3:26])[CH3:21])[C:8]([C:12]3[CH:17]=[CH:16][CH:15]=[CH:14][C:13]=3[S:18]([CH3:19])(=[O:32])=[O:42])=[N:9]2)=[CH:4][CH:3]=1, predict the reactants needed to synthesize it. (2) The reactants are: [CH:1]1([CH2:4][O:5][C:6]2[CH:12]=[CH:11][C:9]([NH2:10])=[C:8]([N+:13]([O-:15])=[O:14])[CH:7]=2)[CH2:3][CH2:2]1.Cl. Given the product [CH:1]1([CH2:4][O:5][C:6]2[CH:12]=[CH:11][C:9]([N:10]=[N:10][C:9]3[CH:11]=[CH:12][C:6]([OH:5])=[CH:7][CH:8]=3)=[C:8]([N+:13]([O-:15])=[O:14])[CH:7]=2)[CH2:2][CH2:3]1, predict the reactants needed to synthesize it.